Dataset: Peptide-MHC class I binding affinity with 185,985 pairs from IEDB/IMGT. Task: Regression. Given a peptide amino acid sequence and an MHC pseudo amino acid sequence, predict their binding affinity value. This is MHC class I binding data. The peptide sequence is AYFATPASV. The MHC is HLA-A69:01 with pseudo-sequence HLA-A69:01. The binding affinity (normalized) is 0.225.